From a dataset of Forward reaction prediction with 1.9M reactions from USPTO patents (1976-2016). Predict the product of the given reaction. (1) Given the reactants [O:1]1[CH:5]=[CH:4][C:3]([C:6]2[N:11]3[N:12]=[C:13]([NH2:15])[N:14]=[C:10]3[CH:9]=[CH:8][CH:7]=2)=[CH:2]1.[C:16]1([CH2:22][C:23](Cl)=[O:24])[CH:21]=[CH:20][CH:19]=[CH:18][CH:17]=1, predict the reaction product. The product is: [O:1]1[CH:5]=[CH:4][C:3]([C:6]2[N:11]3[N:12]=[C:13]([NH:15][C:23](=[O:24])[CH2:22][C:16]4[CH:21]=[CH:20][CH:19]=[CH:18][CH:17]=4)[N:14]=[C:10]3[CH:9]=[CH:8][CH:7]=2)=[CH:2]1. (2) Given the reactants [F:1][C:2]1[CH:3]=[CH:4][C:5]2[C:6]3[C:11]([CH:12]([CH3:25])[N:13]([C:16]([C:18]4[CH:19]=[C:20]([OH:24])[CH:21]=[CH:22][CH:23]=4)=[O:17])[C:14]=2[CH:15]=1)=[CH:10][CH:9]=[CH:8][CH:7]=3, predict the reaction product. The product is: [F:1][C:2]1[CH:3]=[CH:4][C:5]2[C:6]3[C:11]([C@H:12]([CH3:25])[N:13]([C:16]([C:18]4[CH:19]=[C:20]([OH:24])[CH:21]=[CH:22][CH:23]=4)=[O:17])[C:14]=2[CH:15]=1)=[CH:10][CH:9]=[CH:8][CH:7]=3. (3) Given the reactants [CH3:1][O:2][C:3]([C:5]1[C:13]([NH:14][C:15]2[CH:20]=[CH:19][C:18]([Br:21])=[CH:17][C:16]=2[Cl:22])=[C:12]([F:23])[C:8]2[N:9]=[CH:10][NH:11][C:7]=2[CH:6]=1)=[O:4].C([O-])([O-])=O.[K+].[K+].[C:30]([O:34][C:35]([CH3:38])([CH3:37])[CH3:36])(=[O:33])[CH:31]=[CH2:32], predict the reaction product. The product is: [CH3:1][O:2][C:3]([C:5]1[C:13]([NH:14][C:15]2[CH:20]=[CH:19][C:18]([Br:21])=[CH:17][C:16]=2[Cl:22])=[C:12]([F:23])[C:8]2[N:9]=[CH:10][N:11]([CH2:32][CH2:31][C:30]([O:34][C:35]([CH3:38])([CH3:37])[CH3:36])=[O:33])[C:7]=2[CH:6]=1)=[O:4]. (4) The product is: [F:31][C:30]([F:33])([F:32])[C:27]1[O:26][C:25]([CH2:24][N:1]2[C:9]3[C:4](=[CH:5][CH:6]=[CH:7][CH:8]=3)[C@@:3]3([C:21]4[C:12](=[CH:13][C:14]5[O:19][CH2:18][CH2:17][O:16][C:15]=5[CH:20]=4)[O:11][CH2:10]3)[C:2]2=[O:22])=[CH:29][CH:28]=1. Given the reactants [NH:1]1[C:9]2[C:4](=[CH:5][CH:6]=[CH:7][CH:8]=2)[C:3]2([C:21]3[C:12](=[CH:13][C:14]4[O:19][CH2:18][CH2:17][O:16][C:15]=4[CH:20]=3)[O:11][CH2:10]2)[C:2]1=[O:22].Br[CH2:24][C:25]1[O:26][C:27]([C:30]([F:33])([F:32])[F:31])=[CH:28][CH:29]=1.BrCC1CCCCO1, predict the reaction product. (5) Given the reactants [C:1]([C:3]1[CH:8]=[CH:7][C:6]([NH:9][C:10]2[N:15]=[C:14]([NH:16][CH2:17][CH2:18][CH3:19])[C:13]([C:20]#[C:21][CH2:22][CH2:23][CH2:24][NH:25][C:26](=[O:38])[C@@H:27]([N:29](C)[C:30](=O)OC(C)(C)C)[CH3:28])=[CH:12][N:11]=2)=[CH:5][CH:4]=1)#[N:2].Cl, predict the reaction product. The product is: [C:1]([C:3]1[CH:8]=[CH:7][C:6]([NH:9][C:10]2[N:15]=[C:14]([NH:16][CH2:17][CH2:18][CH3:19])[C:13]([C:20]#[C:21][CH2:22][CH2:23][CH2:24][NH:25][C:26](=[O:38])[C@@H:27]([NH:29][CH3:30])[CH3:28])=[CH:12][N:11]=2)=[CH:5][CH:4]=1)#[N:2]. (6) Given the reactants [CH:1]([CH:3]1[CH:8]([C:9]([O:11][CH2:12][CH3:13])=[O:10])[CH:7]=[C:6]([CH3:14])[CH2:5][CH2:4]1)=[O:2].[BH4-].[Na+].O, predict the reaction product. The product is: [OH:2][CH2:1][CH:3]1[CH:8]([C:9]([O:11][CH2:12][CH3:13])=[O:10])[CH:7]=[C:6]([CH3:14])[CH2:5][CH2:4]1. (7) Given the reactants [CH2:1]([O:8][C:9]1[CH:14]=[CH:13][C:12]([Br:15])=[CH:11][C:10]=1[CH2:16]O)[C:2]1[CH:7]=[CH:6][CH:5]=[CH:4][CH:3]=1.P(Br)(Br)[Br:19], predict the reaction product. The product is: [CH2:1]([O:8][C:9]1[CH:14]=[CH:13][C:12]([Br:15])=[CH:11][C:10]=1[CH2:16][Br:19])[C:2]1[CH:7]=[CH:6][CH:5]=[CH:4][CH:3]=1. (8) Given the reactants [N:1]1[CH:6]=[CH:5][CH:4]=[C:3]([S:7]([OH:10])(=O)=[O:8])[CH:2]=1.P(Cl)(Cl)(Cl)(Cl)[Cl:12].P(Cl)(Cl)([Cl:19])=O.Cl, predict the reaction product. The product is: [ClH:12].[N:1]1[CH:6]=[CH:5][CH:4]=[C:3]([S:7]([Cl:19])(=[O:10])=[O:8])[CH:2]=1. (9) Given the reactants [O:1]1[CH2:6][CH2:5][C:4](=O)[CH2:3][CH2:2]1.[Cl:8][C:9]1[CH:34]=[CH:33][C:12]2[N:13]3[C:17]([CH2:18][NH:19][CH2:20][C:11]=2[CH:10]=1)=[N:16][N:15]=[C:14]3[CH:21]1[CH2:26][CH2:25][N:24]([C:27]2[CH:32]=[CH:31][CH:30]=[CH:29][N:28]=2)[CH2:23][CH2:22]1.C(O[BH-](OC(=O)C)OC(=O)C)(=O)C.[Na+], predict the reaction product. The product is: [Cl:8][C:9]1[CH:34]=[CH:33][C:12]2[N:13]3[C:17]([CH2:18][N:19]([CH:4]4[CH2:5][CH2:6][O:1][CH2:2][CH2:3]4)[CH2:20][C:11]=2[CH:10]=1)=[N:16][N:15]=[C:14]3[CH:21]1[CH2:22][CH2:23][N:24]([C:27]2[CH:32]=[CH:31][CH:30]=[CH:29][N:28]=2)[CH2:25][CH2:26]1. (10) Given the reactants [F:1][C:2]1[CH:7]=[CH:6][CH:5]=[C:4]([O:8][CH3:9])[C:3]=1[OH:10].F[C:12]1[CH:17]=[CH:16][C:15]([F:18])=[CH:14][C:13]=1[N+:19]([O-:21])=[O:20].[F:22][C:23]1[CH:24]=[CH:25][C:26]([O:30][C:31]2[C:36]([O:37][CH3:38])=[CH:35][CH:34]=[CH:33][C:32]=2[F:39])=[C:27]([CH:29]=1)[NH2:28].[NH2:40][C:41]1[S:42][CH:43]=[CH:44][N:45]=1, predict the reaction product. The product is: [F:18][C:15]1[CH:16]=[CH:17][C:12]([O:10][C:3]2[C:4]([O:8][CH3:9])=[CH:5][CH:6]=[CH:7][C:2]=2[F:1])=[C:13]([N+:19]([O-:21])=[O:20])[CH:14]=1.[F:22][C:23]1[CH:24]=[CH:25][C:26]([O:30][C:31]2[C:36]([O:37][CH3:38])=[CH:35][CH:34]=[CH:33][C:32]=2[F:39])=[C:27]([NH:28][C:3]([NH:40][C:41]2[S:42][CH:43]=[CH:44][N:45]=2)=[O:10])[CH:29]=1.